Dataset: Experimentally validated miRNA-target interactions with 360,000+ pairs, plus equal number of negative samples. Task: Binary Classification. Given a miRNA mature sequence and a target amino acid sequence, predict their likelihood of interaction. (1) The miRNA is mmu-miR-574-5p with sequence UGAGUGUGUGUGUGUGAGUGUGU. The protein sequence of the target gene is MSGPGTAAVALLPAVLLALLAPWAGRGGAAAPTAPNGTLEAELERRWESLVALSLARLPVAAQPKEAAVQSGAGDYLLGIKRLRRLYCNVGIGFHLQALPDGRIGGAHADTRDSLLELSPVERGVVSIFGVASRFFVAMSSKGKLYGSPFFTDECTFKEILLPNNYNAYESYKYPGMFIALSKNGKTKKGNRVSPTMKVTHFLPRL. Result: 0 (no interaction). (2) The miRNA is hsa-miR-1226-3p with sequence UCACCAGCCCUGUGUUCCCUAG. Result: 0 (no interaction). The protein sequence of the target gene is MSANNSPPSAQKSVFPATVSAVLPAPSPCSSPKTGLSARLSNGSFSAPSLTNSRGSVHTVSFLLQIGLTRESVTIEAQELSLSAVKDLVCSIVYQKFPECGFFGMYDKILLFRHDMNSENILQLITSADEIHEGDLVEVVLSALATVEDFQIRPHALYVHSYKAPTFCDYCGEMLWGLVRQGLKCEGCGLNYHKRCAFKIPNNCSGVRKRRLSNVSLPGPGLSVPRPLQPECVPLLSEESHTHQEPSKRIPSWSGRPIWMEKMVMCRVKVPHTFAVHSYGRPTICQYCKRLLKGLFRQGM.... (3) The miRNA is hsa-miR-554 with sequence GCUAGUCCUGACUCAGCCAGU. The protein sequence of the target gene is MLSLAAKLVAFFWRTADTPREEAGQLEPELAEGDTKLKTVRGVVTRYCSDYGMIDDMIYFSSDAVTSRVLLNVGQEVIAVVEENKVSNGLKAIRVEAVSDKWEDDSRNHGSPSDCGPRVLIGCVTSLVEGAGCISQTTYFSLESVCEGFEPCKGDWVEAEYRIRPGTWSSEATSVKPLRYKRVDKVCISSLCGRNGVLEESIFFTLDSLKLPDGYTPRRGDVVNAVVVESSQSCYVWRALCMTLVKRRDAAPVHEATHFYGTILLKNKGDIEVTQVTHFGTLKEGRSKTMVIWIENKGDI.... Result: 0 (no interaction). (4) The miRNA is hsa-miR-6511a-5p with sequence CAGGCAGAAGUGGGGCUGACAGG. The protein sequence of the target gene is MTAASRANPYSIVSSEEDGLHLVTMSGANGFGNGKVHTRRRCRNRFVKKNGQCNIEFANMDEKSQRYLADMFTTCVDIRWRYMLLIFSLAFLASWLLFGIIFWVIAVAHGDLEPAEGRGRTPCVLQVHGFMAAFLFSIETQTTIGYGLRCVTEECPVAVFMVVAQSIVGCIIDSFMIGAIMAKMARPKKRAQTLLFSHNAVVALRDGKLCLMWRVGNLRKSHIVEAHVRAQLIKPRVTEEGEYIPLDQIDIDVGFDKGLDRIFLVSPITILHEIDEASPLFGISRQDLETDDFEIVVILE.... Result: 0 (no interaction). (5) The miRNA is mmu-miR-676-3p with sequence CCGUCCUGAGGUUGUUGAGCU. The protein sequence of the target gene is MASRGATRPNGPNTGNKICQFKLVLLGESAVGKSSLVLRFVKGQFHEFQESTIGAAFLTQTVCLDDTTVKFEIWDTAGQERYHSLAPMYYRGAQAAIVVYDITNEESFARAKNWVKELQRQASPNIVIALSGNKADLANKRAVDFQEAQSYADDNSLLFMETSAKTSMNVNEIFMAIAKKLPKNEPQNPGANSARGRGVDLTEPTQPTRNQCCSN. Result: 0 (no interaction). (6) The miRNA is hsa-miR-6737-3p with sequence UCUGUGCUUCACCCCUACCCAG. The protein sequence of the target gene is MGDWSALGKLLDKVQAYSTAGGKVWLSVLFIFRILLLGTAVESAWGDEQSAFRCNTQQPGCENVCYDKSFPISHVRFWVLQIIFVSVPTLLYLAHVFYVMRKEEKLNKREEELKVVQNDGVNVDMHLKQIESKKFKYGIEEHGKVKMRGGLLRTYIISILFKSVFEVAFLLIQWYIYGFSLSAIYTCERDPCPHRVDCFLSRPTEKTIFIVFMLVVSLVSLALNIIELFYVFFKGVKDRVKGKTDPYSHSGTMSPSKDCGSPKYAYYNGCSSPTAPLSPMSPPGYKLVTGDRNNSSCRNY.... Result: 0 (no interaction).